This data is from Drug-target binding data from BindingDB using IC50 measurements. The task is: Regression. Given a target protein amino acid sequence and a drug SMILES string, predict the binding affinity score between them. We predict pIC50 (pIC50 = -log10(IC50 in M); higher means more potent). Dataset: bindingdb_ic50. The target protein (P43004) has sequence MASTEGANNMPKQVEVRMHDSHLGSEEPKHRHLGLRLCDKLGKNLLLTLTVFGVILGAVCGGLLRLASPIHPDVVMLIAFPGDILMRMLKMLILPLIISSLITGLSGLDAKASGRLGTRAMVYYMSTTIIAAVLGVILVLAIHPGNPKLKKQLGPGKKNDEVSSLDAFLDLIRNLFPENLVQACFQQIQTVTKKVLVAPPPDEEANATSAVVSLLNETVTEVPEETKMVIKKGLEFKDGMNVLGLIGFFIAFGIAMGKMGDQAKLMVDFFNILNEIVMKLVIMIMWYSPLGIACLICGKIIAIKDLEVVARQLGMYMVTVIIGLIIHGGIFLPLIYFVVTRKNPFSFFAGIFQAWITALGTASSAGTLPVTFRCLEENLGIDKRVTRFVLPVGATINMDGTALYEAVAAIFIAQMNGVVLDGGQIVTVSLTATLASVGAASIPSAGLVTMLLILTAVGLPTEDISLLVAVDWLLDRMRTSVNVVGDSFGAGIVYHLSKSE.... The compound is N[C@@H](CC(=O)Nc1ccc2oc3cc(F)c(F)cc3c2c1)C(=O)O. The pIC50 is 6.3.